Dataset: Reaction yield outcomes from USPTO patents with 853,638 reactions. Task: Predict the reaction yield, written as a fraction of the theoretical maximum amount of product (1.0 means a 100% yield; for example, 0.34 means a 34% yield). (1) The yield is 0.290. The product is [Cl:1][C:2]1[CH:27]=[CH:26][C:5]2[N:6]3[C:10]([CH2:11][N:12]([CH2:37][CH2:36][O:35][CH3:34])[CH2:13][C:4]=2[CH:3]=1)=[N:9][N:8]=[C:7]3[C@H:14]1[CH2:15][CH2:16][C@H:17]([C:20]2[CH:24]=[C:23]([CH3:25])[O:22][N:21]=2)[CH2:18][CH2:19]1. The reactants are [Cl:1][C:2]1[CH:27]=[CH:26][C:5]2[N:6]3[C:10]([CH2:11][NH:12][CH2:13][C:4]=2[CH:3]=1)=[N:9][N:8]=[C:7]3[C@H:14]1[CH2:19][CH2:18][C@H:17]([C:20]2[CH:24]=[C:23]([CH3:25])[O:22][N:21]=2)[CH2:16][CH2:15]1.C(=O)([O-])[O-].[Cs+].[Cs+].[CH3:34][O:35][CH2:36][CH2:37]Br. The catalyst is C(#N)C. (2) The reactants are [F:1][C:2]1[CH:7]=[CH:6][CH:5]=[C:4]([F:8])[N:3]=1.C([N-]C(C)C)(C)C.[Li+].[C:17](=[O:19])=[O:18]. The catalyst is C1CCCCC1.C1COCC1.O. The product is [F:8][C:4]1[N:3]=[C:2]([F:1])[CH:7]=[CH:6][C:5]=1[C:17]([OH:19])=[O:18]. The yield is 0.970. (3) The reactants are [CH3:1][NH2:2].CO.[CH:5]([C:7]1[NH:8][C:9]2[C:14]([C:15]=1[C:16]#[N:17])=[CH:13][CH:12]=[CH:11][CH:10]=2)=O.[BH4-].[Na+]. The catalyst is O. The product is [CH3:1][NH:2][CH2:5][C:7]1[NH:8][C:9]2[C:14]([C:15]=1[C:16]#[N:17])=[CH:13][CH:12]=[CH:11][CH:10]=2. The yield is 0.750. (4) The reactants are [Br:1][C:2]1[C:7]([O:8][CH3:9])=[CH:6][C:5]([C:10]2[N:11]=[CH:12][S:13][CH:14]=2)=[CH:4][C:3]=1[O:15][CH3:16].[Li+].CC([N-]C(C)C)C.[N:25]1([C:30]2[CH:35]=[CH:34][C:33]([CH:36]([O:43][CH3:44])[C:37](N(OC)C)=[O:38])=[CH:32][CH:31]=2)[CH:29]=[CH:28][CH:27]=[N:26]1. The product is [N:25]1([C:30]2[CH:31]=[CH:32][C:33]([CH:36]([O:43][CH3:44])[C:37]([C:12]3[S:13][CH:14]=[C:10]([C:5]4[CH:6]=[C:7]([O:8][CH3:9])[C:2]([Br:1])=[C:3]([O:15][CH3:16])[CH:4]=4)[N:11]=3)=[O:38])=[CH:34][CH:35]=2)[CH:29]=[CH:28][CH:27]=[N:26]1. The yield is 0.200. The catalyst is C1COCC1.C1COCC1.CCCCCCC.C(C1C=CC=CC=1)C. (5) The reactants are [CH2:1]([O:8][C:9]([C:11]1([CH:19](OS(C(F)(F)F)(=O)=O)[CH3:20])[CH2:16][O:15][C:14]([CH3:18])([CH3:17])[CH2:13][O:12]1)=[O:10])[C:2]1[CH:7]=[CH:6][CH:5]=[CH:4][CH:3]=1.N1(C2CCCCCCCCCC2)CCCN=CCCCCC1. The catalyst is ClCCl. The product is [CH2:1]([O:8][C:9]([C:11]1([CH:19]=[CH2:20])[CH2:16][O:15][C:14]([CH3:17])([CH3:18])[CH2:13][O:12]1)=[O:10])[C:2]1[CH:3]=[CH:4][CH:5]=[CH:6][CH:7]=1. The yield is 0.520. (6) The reactants are [CH2:1]([N:8]1[C:13](=[O:14])[CH2:12][NH:11][C:10]2[N:15]=[CH:16][C:17](I)=[CH:18][C:9]1=2)[C:2]1[CH:7]=[CH:6][CH:5]=[CH:4][CH:3]=1.[C:20]([C:23]1[CH:28]=[CH:27][C:26](B(O)O)=[CH:25][CH:24]=1)(=[O:22])[CH3:21]. No catalyst specified. The product is [C:20]([C:23]1[CH:28]=[CH:27][C:26]([C:17]2[CH:16]=[N:15][C:10]3[NH:11][CH2:12][C:13](=[O:14])[N:8]([CH2:1][C:2]4[CH:7]=[CH:6][CH:5]=[CH:4][CH:3]=4)[C:9]=3[CH:18]=2)=[CH:25][CH:24]=1)(=[O:22])[CH3:21]. The yield is 0.200.